The task is: Binary Classification. Given a miRNA mature sequence and a target amino acid sequence, predict their likelihood of interaction.. This data is from Experimentally validated miRNA-target interactions with 360,000+ pairs, plus equal number of negative samples. The miRNA is hsa-miR-7110-3p with sequence UCUCUCUCCCACUUCCCUGCAG. The protein sequence of the target gene is MFLGTGEPALDTGDDSLSAVTFDSDVETKAKRKAFHKPPPTSPKSPYLSKPRKVASWRSLRTAGSMPLGGRASLTPQKLWLGTAKPGSLTQALNSPLTWEHAWTGVPGGTPDCLTDTFRVKRPHLRRSASNGHVPGTPVYREKEDMYDEIIELKKSLHVQKSDVDLMRTKLRRLEEENSRKDRQIEQLLDPSRGTDFVRTLAEKRPDASWVINGLKQRILKLEQQCKEKDGTISKLQTDMKTTNLEEMRIAMETYYEEVHRLQTLLASSETTGKKPLGEKKTGAKRQKKMGSALLSLSRS.... Result: 1 (interaction).